Dataset: Catalyst prediction with 721,799 reactions and 888 catalyst types from USPTO. Task: Predict which catalyst facilitates the given reaction. Reactant: [CH2:1](O)[CH2:2][CH2:3][CH2:4][CH2:5][CH2:6][CH2:7][CH2:8][CH2:9][CH2:10][CH2:11][CH2:12][CH2:13][CH2:14][CH2:15][CH2:16][OH:17].[BrH:19]. The catalyst class is: 244. Product: [Br:19][CH2:1][CH2:2][CH2:3][CH2:4][CH2:5][CH2:6][CH2:7][CH2:8][CH2:9][CH2:10][CH2:11][CH2:12][CH2:13][CH2:14][CH2:15][CH2:16][OH:17].